From a dataset of Full USPTO retrosynthesis dataset with 1.9M reactions from patents (1976-2016). Predict the reactants needed to synthesize the given product. (1) The reactants are: [F:1][C:2]1[CH:7]=[CH:6][C:5]([C:8]2([C:13]([OH:15])=O)[CH2:12][CH2:11][CH2:10][CH2:9]2)=[CH:4][CH:3]=1.[NH2:16][CH2:17][CH2:18][CH2:19][N:20]1[CH2:25][CH2:24][CH:23]([C:26]2[CH:27]=[C:28]([NH:32][C:33](=[O:37])[CH2:34][CH2:35][CH3:36])[CH:29]=[CH:30][CH:31]=2)[CH2:22][CH2:21]1. Given the product [C:33]([NH:32][C:28]1[CH:27]=[C:26]([CH:23]2[CH2:24][CH2:25][N:20]([CH2:19][CH2:18][CH2:17][NH:16][C:13]([C:8]3([C:5]4[CH:4]=[CH:3][C:2]([F:1])=[CH:7][CH:6]=4)[CH2:9][CH2:10][CH2:11][CH2:12]3)=[O:15])[CH2:21][CH2:22]2)[CH:31]=[CH:30][CH:29]=1)(=[O:37])[CH2:34][CH2:35][CH3:36], predict the reactants needed to synthesize it. (2) Given the product [F:20][C:21]1[CH:22]=[C:23]([CH:26]=[CH:27][CH:28]=1)[CH2:24][NH:25][C:3]1[S:4]/[C:5](=[CH:9]\[C:10]2[CH:11]=[C:12]3[C:17](=[CH:18][CH:19]=2)[N:16]=[CH:15][N:14]=[CH:13]3)/[C:6](=[O:8])[N:7]=1, predict the reactants needed to synthesize it. The reactants are: CS[C:3]1[S:4][C:5](=[CH:9][C:10]2[CH:11]=[C:12]3[C:17](=[CH:18][CH:19]=2)[N:16]=[CH:15][N:14]=[CH:13]3)[C:6](=[O:8])[N:7]=1.[F:20][C:21]1[CH:22]=[C:23]([CH:26]=[CH:27][CH:28]=1)[CH2:24][NH2:25].CCN(C(C)C)C(C)C. (3) The reactants are: Br[CH2:2][C:3]1[CH:8]=[CH:7][N:6]=[C:5]([C:9]2[CH:14]=[CH:13][CH:12]=[CH:11][C:10]=2[Cl:15])[N:4]=1.[Cl:16][C:17]1[CH:22]=[CH:21][C:20]([C:23]2[N:24]([CH2:29][C@H:30]([OH:35])[C:31]([F:34])([F:33])[F:32])[C:25](=[O:28])[NH:26][N:27]=2)=[CH:19][CH:18]=1.C(=O)([O-])[O-].[Cs+].[Cs+]. Given the product [Cl:16][C:17]1[CH:22]=[CH:21][C:20]([C:23]2[N:24]([CH2:29][C@H:30]([OH:35])[C:31]([F:33])([F:34])[F:32])[C:25](=[O:28])[N:26]([CH2:2][C:3]3[CH:8]=[CH:7][N:6]=[C:5]([C:9]4[CH:14]=[CH:13][CH:12]=[CH:11][C:10]=4[Cl:15])[N:4]=3)[N:27]=2)=[CH:19][CH:18]=1, predict the reactants needed to synthesize it. (4) Given the product [Br:1][C:2]1[CH:3]=[CH:4][C:5]([F:20])=[C:6]([C:8]2([CH:9]([F:11])[F:10])[NH:14][C:15](=[O:19])[CH:16]([CH3:17])[O:13][CH2:12]2)[CH:7]=1, predict the reactants needed to synthesize it. The reactants are: [Br:1][C:2]1[CH:3]=[CH:4][C:5]([F:20])=[C:6]([C:8]([NH:14][C:15](=[O:19])[CH:16](Cl)[CH3:17])([CH2:12][OH:13])[CH:9]([F:11])[F:10])[CH:7]=1.[OH-].[K+].